This data is from TCR-epitope binding with 47,182 pairs between 192 epitopes and 23,139 TCRs. The task is: Binary Classification. Given a T-cell receptor sequence (or CDR3 region) and an epitope sequence, predict whether binding occurs between them. (1) The TCR CDR3 sequence is CASSLEGSRNTEAFF. Result: 0 (the TCR does not bind to the epitope). The epitope is SQASSRSSSR. (2) The epitope is FLKEKGGL. The TCR CDR3 sequence is CASSFHPGQGASYSNQPQHF. Result: 1 (the TCR binds to the epitope). (3) The epitope is GLIYNRMGAVTTEV. The TCR CDR3 sequence is CASSPDNQPQHF. Result: 0 (the TCR does not bind to the epitope). (4) The epitope is SSNVANYQK. The TCR CDR3 sequence is CASSWNRASSYEQYF. Result: 0 (the TCR does not bind to the epitope). (5) The epitope is VLAWLYAAV. The TCR CDR3 sequence is CASSQEWGTEAFF. Result: 1 (the TCR binds to the epitope). (6) The epitope is RLFRKSNLK. The TCR CDR3 sequence is CASRTPGHLYEQYF. Result: 0 (the TCR does not bind to the epitope). (7) The epitope is LLQTGIHVRVSQPSL. The TCR CDR3 sequence is CASSLAPGGGEAFF. Result: 1 (the TCR binds to the epitope). (8) The epitope is VTIAEILLI. The TCR CDR3 sequence is CASSSRGGQEQYF. Result: 0 (the TCR does not bind to the epitope).